Dataset: Full USPTO retrosynthesis dataset with 1.9M reactions from patents (1976-2016). Task: Predict the reactants needed to synthesize the given product. (1) The reactants are: [F:1][C:2]1[CH:3]=[N:4][CH:5]=[C:6]([N:8]2[CH:12]=[C:11]([N+:13]([O-])=O)[C:10]([CH3:16])=[N:9]2)[CH:7]=1.C(OCC)(=O)C.[C:23](O[C:23]([O:25][C:26]([CH3:29])([CH3:28])[CH3:27])=[O:24])([O:25][C:26]([CH3:29])([CH3:28])[CH3:27])=[O:24].C(=O)(O)[O-].[Na+]. Given the product [F:1][C:2]1[CH:7]=[C:6]([N:8]2[CH:12]=[C:11]([NH:13][C:23](=[O:24])[O:25][C:26]([CH3:29])([CH3:28])[CH3:27])[C:10]([CH3:16])=[N:9]2)[CH:5]=[N:4][CH:3]=1, predict the reactants needed to synthesize it. (2) Given the product [Cl:6][C:7]1[CH:8]=[CH:9][C:10]2[S:14][C:13]([S:1]([Cl:5])(=[O:3])=[O:2])=[CH:12][C:11]=2[CH:15]=1, predict the reactants needed to synthesize it. The reactants are: [S:1]([Cl:5])(Cl)(=[O:3])=[O:2].[Cl:6][C:7]1[CH:8]=[CH:9][C:10]2[S:14][CH:13]=[CH:12][C:11]=2[CH:15]=1.